From a dataset of Full USPTO retrosynthesis dataset with 1.9M reactions from patents (1976-2016). Predict the reactants needed to synthesize the given product. (1) Given the product [C:1]([O:4][C@@H:5]1[CH2:9][C@@H:8]([C:10]([N:12]([CH3:14])[CH3:13])=[O:11])[N:7]([C:15]2([C:26]3[CH:31]=[C:30]([CH3:32])[CH:29]=[CH:28][C:27]=3[O:33][CH3:34])[C:23]3[C:18](=[CH:19][CH:20]=[C:21]([Cl:24])[CH:22]=3)[N:17]([S:43]([C:40]3[CH:41]=[CH:42][C:37]([O:36][CH3:35])=[CH:38][C:39]=3[O:47][C:48]([F:49])([F:50])[F:51])(=[O:45])=[O:44])[C:16]2=[O:25])[CH2:6]1)(=[O:3])[CH3:2], predict the reactants needed to synthesize it. The reactants are: [C:1]([O:4][C@@H:5]1[CH2:9][C@@H:8]([C:10]([N:12]([CH3:14])[CH3:13])=[O:11])[N:7]([C:15]2([C:26]3[CH:31]=[C:30]([CH3:32])[CH:29]=[CH:28][C:27]=3[O:33][CH3:34])[C:23]3[C:18](=[CH:19][CH:20]=[C:21]([Cl:24])[CH:22]=3)[NH:17][C:16]2=[O:25])[CH2:6]1)(=[O:3])[CH3:2].[CH3:35][O:36][C:37]1[CH:42]=[CH:41][C:40]([S:43](Cl)(=[O:45])=[O:44])=[C:39]([O:47][C:48]([F:51])([F:50])[F:49])[CH:38]=1. (2) The reactants are: [OH:1][CH2:2][C:3]([C:5]1[CH:12]=[CH:11][C:8]([C:9]#[N:10])=[CH:7][CH:6]=1)=O.[C:13]([O:17][C:18](=[O:21])[CH2:19][NH2:20])([CH3:16])([CH3:15])[CH3:14].C([BH3-])#N.[Na+].C(O)(=O)C. Given the product [C:9]([C:8]1[CH:11]=[CH:12][C:5]([CH:3]([NH:20][CH2:19][C:18]([O:17][C:13]([CH3:16])([CH3:15])[CH3:14])=[O:21])[CH2:2][OH:1])=[CH:6][CH:7]=1)#[N:10], predict the reactants needed to synthesize it. (3) Given the product [Br:1][C:2]1[C:14]2[N:13]([C:18]3[N:23]=[C:22]([C:24]4[CH:29]=[CH:28][CH:27]=[CH:26][CH:25]=4)[N:21]=[C:20]([C:30]4[CH:31]=[CH:32][CH:33]=[CH:34][CH:35]=4)[N:19]=3)[C:12]3[C:7](=[CH:8][CH:9]=[CH:10][CH:11]=3)[C:6]=2[CH:5]=[CH:4][CH:3]=1, predict the reactants needed to synthesize it. The reactants are: [Br:1][C:2]1[C:14]2[NH:13][C:12]3[C:7](=[CH:8][CH:9]=[CH:10][CH:11]=3)[C:6]=2[CH:5]=[CH:4][CH:3]=1.[H-].[Na+].Cl[C:18]1[N:23]=[C:22]([C:24]2[CH:29]=[CH:28][CH:27]=[CH:26][CH:25]=2)[N:21]=[C:20]([C:30]2[CH:35]=[CH:34][CH:33]=[CH:32][CH:31]=2)[N:19]=1.O. (4) Given the product [CH2:1]([O:4][CH2:5][CH2:6][O:7][CH2:8][CH2:9][O:10][C:11]1[CH:16]=[CH:15][C:14]([NH2:17])=[CH:13][CH:12]=1)[C:2]#[CH:3], predict the reactants needed to synthesize it. The reactants are: [CH2:1]([O:4][CH2:5][CH2:6][O:7][CH2:8][CH2:9][O:10][C:11]1[CH:16]=[CH:15][C:14]([NH:17]C(=O)OC(C)(C)C)=[CH:13][CH:12]=1)[C:2]#[CH:3].Cl.O1CCOCC1.